Dataset: hERG Central: cardiac toxicity at 1µM, 10µM, and general inhibition. Task: Predict hERG channel inhibition at various concentrations. (1) The compound is CCC(=O)c1ccc(OCC(O)CN2CCc3ccccc3C2)cc1.Cl. Results: hERG_inhib (hERG inhibition (general)): blocker. (2) The compound is Cc1cc(C)cc(-n2ncc3c2CCCC3NC(=O)c2csnn2)c1. Results: hERG_inhib (hERG inhibition (general)): blocker. (3) The drug is CC(=NCCCn1ccnc1)c1c(C)[nH]n(-c2ccc([N+](=O)[O-])cc2)c1=O. Results: hERG_inhib (hERG inhibition (general)): blocker. (4) The molecule is CC(C)CCNC(=O)C12CN(Cc3ccccc3)CC1C(c1ccc([N+](=O)[O-])cc1)=NO2. Results: hERG_inhib (hERG inhibition (general)): blocker. (5) The drug is C=CCOc1ccccc1CN1CCC(Cc2ccccc2)CC1. Results: hERG_inhib (hERG inhibition (general)): blocker. (6) The molecule is Nc1nc(CN2CCN(Cc3ccccc3)CC2)nc(Nc2ccc3c(c2)OCCO3)n1. Results: hERG_inhib (hERG inhibition (general)): blocker. (7) The molecule is CCc1ccc2[nH]c(=O)c(CN(CCN(CC)CC)C(=S)NCc3ccco3)cc2c1. Results: hERG_inhib (hERG inhibition (general)): blocker.